From a dataset of hERG Central: cardiac toxicity at 1µM, 10µM, and general inhibition. Predict hERG channel inhibition at various concentrations. (1) The molecule is O=C(CN1CCN(S(=O)(=O)c2ccc(Cl)cc2)CC1)Nc1ccc(F)cc1F. Results: hERG_inhib (hERG inhibition (general)): blocker. (2) The compound is O=C(CCn1c(=O)[nH]c2ccccc2c1=O)NCCCN1CCN(c2cccc(Cl)c2)CC1. Results: hERG_inhib (hERG inhibition (general)): blocker. (3) The compound is O=C1CC2(CCN(S(=O)(=O)c3ccccc3F)CC2)Oc2ccccc21. Results: hERG_inhib (hERG inhibition (general)): blocker.